Dataset: Catalyst prediction with 721,799 reactions and 888 catalyst types from USPTO. Task: Predict which catalyst facilitates the given reaction. Reactant: Cl[C:2]1[N:7]=[C:6]([Cl:8])[N:5]=[CH:4][N:3]=1.C(N(CC)C(C)C)(C)C.[NH2:18][C:19]1[CH:20]=[N:21][N:22]([CH:24]2[CH2:29][CH2:28][N:27]([C:30]([O:32][C:33]([CH3:36])([CH3:35])[CH3:34])=[O:31])[CH2:26][CH2:25]2)[CH:23]=1.C(=O)([O-])O.[Na+]. Product: [Cl:8][C:6]1[N:5]=[CH:4][N:3]=[C:2]([NH:18][C:19]2[CH:20]=[N:21][N:22]([CH:24]3[CH2:25][CH2:26][N:27]([C:30]([O:32][C:33]([CH3:36])([CH3:35])[CH3:34])=[O:31])[CH2:28][CH2:29]3)[CH:23]=2)[N:7]=1. The catalyst class is: 288.